From a dataset of Full USPTO retrosynthesis dataset with 1.9M reactions from patents (1976-2016). Predict the reactants needed to synthesize the given product. (1) Given the product [Br:1][C:2]1[N:3]([CH2:13][CH3:14])[C:4]([C:9]([O:11][CH3:12])=[O:10])=[C:5]([CH:7]=[O:8])[N:6]=1, predict the reactants needed to synthesize it. The reactants are: [Br:1][C:2]1[NH:3][C:4]([C:9]([O:11][CH3:12])=[O:10])=[C:5]([CH:7]=[O:8])[N:6]=1.[CH2:13](I)[CH3:14]. (2) Given the product [CH3:1][O:2][C:3]([C:5]1[C:10]([O:11][CH2:12][C:13]2[CH:18]=[CH:17][CH:16]=[CH:15][CH:14]=2)=[C:9]([CH:22]=[CH2:23])[CH:8]=[C:7]([O:20][CH3:21])[N:6]=1)=[O:4], predict the reactants needed to synthesize it. The reactants are: [CH3:1][O:2][C:3]([C:5]1[C:10]([O:11][CH2:12][C:13]2[CH:18]=[CH:17][CH:16]=[CH:15][CH:14]=2)=[C:9](Br)[CH:8]=[C:7]([O:20][CH3:21])[N:6]=1)=[O:4].[CH2:22]([Sn](CCCC)(CCCC)C=C)[CH2:23]CC. (3) Given the product [F:34][C:32]1[CH:31]=[C:30]2[C:25]([CH:26]=[CH:27][C:28](=[O:35])[NH:29]2)=[C:24]([N:23]=[CH:11][C@@:10]([OH:17])([C:13]([F:14])([F:16])[F:15])[CH2:9][C@H:8]([C:5]2[CH:6]=[CH:7][C:2]([F:1])=[C:3]([CH3:22])[C:4]=2[O:20][CH3:21])[CH2:18][CH3:19])[CH:33]=1, predict the reactants needed to synthesize it. The reactants are: [F:1][C:2]1[CH:7]=[CH:6][C:5]([C@H:8]([CH2:18][CH3:19])[CH2:9][C@:10]([OH:17])([C:13]([F:16])([F:15])[F:14])[CH:11]=O)=[C:4]([O:20][CH3:21])[C:3]=1[CH3:22].[NH2:23][C:24]1[CH:33]=[C:32]([F:34])[CH:31]=[C:30]2[C:25]=1[CH:26]=[CH:27][C:28](=[O:35])[NH:29]2. (4) Given the product [CH2:1]([N:5]1[C:13]2[C:12](=[O:14])[N:11]([CH2:15][CH2:16][C:17]3[CH:22]=[CH:21][CH:20]=[CH:19][CH:18]=3)[C:10]([Cl:39])=[N:9][C:8]=2[N:7]=[C:6]1[N:24]1[CH2:29][CH2:28][N:27]([C:30]([O:32][C:33]([CH3:36])([CH3:35])[CH3:34])=[O:31])[CH2:26][CH2:25]1)[C:2]#[C:3][CH3:4], predict the reactants needed to synthesize it. The reactants are: [CH2:1]([N:5]1[C:13]2[C:12](=[O:14])[N:11]([CH2:15][CH2:16][C:17]3[CH:22]=[CH:21][CH:20]=[CH:19][CH:18]=3)[C:10](=O)[NH:9][C:8]=2[N:7]=[C:6]1[N:24]1[CH2:29][CH2:28][N:27]([C:30]([O:32][C:33]([CH3:36])([CH3:35])[CH3:34])=[O:31])[CH2:26][CH2:25]1)[C:2]#[C:3][CH3:4].P(Cl)(Cl)([Cl:39])=O. (5) Given the product [F:32][C:2]1([F:1])[CH2:3][CH2:4][CH:5]([NH:8][C:9]2[N:14]=[C:13]([NH:15][C:16]3[CH:21]=[C:20]([F:22])[CH:19]=[C:18]([F:23])[CH:17]=3)[N:12]=[C:11]([C:24]3[C:29]([F:30])=[CH:28][CH:27]=[C:26]([NH:34][NH2:35])[N:25]=3)[N:10]=2)[CH2:6][CH2:7]1, predict the reactants needed to synthesize it. The reactants are: [F:1][C:2]1([F:32])[CH2:7][CH2:6][CH:5]([NH:8][C:9]2[N:14]=[C:13]([NH:15][C:16]3[CH:21]=[C:20]([F:22])[CH:19]=[C:18]([F:23])[CH:17]=3)[N:12]=[C:11]([C:24]3[C:29]([F:30])=[CH:28][CH:27]=[C:26](F)[N:25]=3)[N:10]=2)[CH2:4][CH2:3]1.O.[NH2:34][NH2:35]. (6) Given the product [NH2:33][C:31]1[N:32]=[C:27]([NH:26][C:22]2[CH:21]=[C:20]([NH:1][C:2]3[CH:7]=[CH:6][CH:5]=[CH:4][CH:3]=3)[N:25]=[CH:24][N:23]=2)[CH:28]=[CH:29][CH:30]=1, predict the reactants needed to synthesize it. The reactants are: [NH2:1][C:2]1[CH:7]=[CH:6][CH:5]=[CH:4][CH:3]=1.C([O-])([O-])=O.[Cs+].[Cs+].COC1C=C(C=CC=1)O[C:20]1[N:25]=[CH:24][N:23]=[C:22]([NH:26][C:27]2[N:32]=[C:31]([NH:33]C(=O)C=C)[CH:30]=[CH:29][CH:28]=2)[CH:21]=1. (7) Given the product [CH2:1]([O:8][C:9]1[N:14]=[C:13]([CH2:15][OH:16])[CH:12]=[CH:11][N:10]=1)[C:2]1[CH:7]=[CH:6][CH:5]=[CH:4][CH:3]=1, predict the reactants needed to synthesize it. The reactants are: [CH2:1]([O:8][C:9]1[N:14]=[C:13]([CH2:15][O:16]C2CCCCO2)[CH:12]=[CH:11][N:10]=1)[C:2]1[CH:7]=[CH:6][CH:5]=[CH:4][CH:3]=1.CCO. (8) Given the product [C:1]([Si:5]([O:8][CH:9]([CH2:12][CH2:13][C:14]1[S:18][C:17]2[CH:19]=[CH:20][CH:21]=[CH:22][C:16]=2[C:15]=1[Cl:23])/[CH:10]=[CH:11]/[I:24])([CH3:6])[CH3:7])([CH3:4])([CH3:2])[CH3:3], predict the reactants needed to synthesize it. The reactants are: [C:1]([Si:5]([O:8][CH:9]([CH2:12][CH2:13][C:14]1[S:18][C:17]2[CH:19]=[CH:20][CH:21]=[CH:22][C:16]=2[C:15]=1[Cl:23])[C:10]#[CH:11])([CH3:7])[CH3:6])([CH3:4])([CH3:3])[CH3:2].[I:24]N1C(=O)CCC1=O.C(=O)(O)[O-].[Na+]. (9) Given the product [CH2:35]([O:34][CH:30]([O:31][CH2:32][CH3:33])[C@@H:29]([N:17]([CH2:18][C:19]1[CH:20]=[CH:21][CH:22]=[C:23]2[C:28]=1[N:27]=[CH:26][CH:25]=[CH:24]2)[C:15](=[O:16])[C@@H:14]([NH:13][C:10](=[O:12])[CH2:9][N:7]([CH3:8])[NH:6][C:4]([NH:3][CH2:1][CH3:2])=[O:5])[CH2:38][C:39](=[O:40])[NH:41][C:42]([C:55]1[CH:56]=[CH:57][CH:58]=[CH:59][CH:60]=1)([C:43]1[CH:48]=[CH:47][CH:46]=[CH:45][CH:44]=1)[C:49]1[CH:50]=[CH:51][CH:52]=[CH:53][CH:54]=1)[CH3:37])[CH3:36], predict the reactants needed to synthesize it. The reactants are: [CH2:1]([NH:3][C:4]([NH:6][N:7]([CH2:9][C:10]([OH:12])=O)[CH3:8])=[O:5])[CH3:2].[NH2:13][C@@H:14]([CH2:38][C:39]([NH:41][C:42]([C:55]1[CH:60]=[CH:59][CH:58]=[CH:57][CH:56]=1)([C:49]1[CH:54]=[CH:53][CH:52]=[CH:51][CH:50]=1)[C:43]1[CH:48]=[CH:47][CH:46]=[CH:45][CH:44]=1)=[O:40])[C:15]([N:17]([C@@H:29]([CH3:37])[CH:30]([O:34][CH2:35][CH3:36])[O:31][CH2:32][CH3:33])[CH2:18][C:19]1[CH:20]=[CH:21][CH:22]=[C:23]2[C:28]=1[N:27]=[CH:26][CH:25]=[CH:24]2)=[O:16].